Dataset: Acute oral toxicity (LD50) regression data from Zhu et al.. Task: Regression/Classification. Given a drug SMILES string, predict its toxicity properties. Task type varies by dataset: regression for continuous values (e.g., LD50, hERG inhibition percentage) or binary classification for toxic/non-toxic outcomes (e.g., AMES mutagenicity, cardiotoxicity, hepatotoxicity). Dataset: ld50_zhu. The molecule is OC(c1ccc(Cl)cc1)(c1ccc(Cl)cc1)C(Cl)(Cl)Cl. The rat oral LD50 is 2.81, given as -log10 of the dose in mol/kg body weight (higher means more acutely toxic).